From a dataset of Catalyst prediction with 721,799 reactions and 888 catalyst types from USPTO. Predict which catalyst facilitates the given reaction. Reactant: [CH3:1][O:2][C:3](=[O:13])[C:4]1[CH:9]=[CH:8][C:7]([CH:10](O)[CH3:11])=[CH:6][CH:5]=1.C(Br)(Br)(Br)[Br:15].C1(P(C2C=CC=CC=2)C2C=CC=CC=2)C=CC=CC=1.O. Product: [CH3:1][O:2][C:3](=[O:13])[C:4]1[CH:9]=[CH:8][C:7]([CH:10]([Br:15])[CH3:11])=[CH:6][CH:5]=1. The catalyst class is: 2.